This data is from CYP2C19 inhibition data for predicting drug metabolism from PubChem BioAssay. The task is: Regression/Classification. Given a drug SMILES string, predict its absorption, distribution, metabolism, or excretion properties. Task type varies by dataset: regression for continuous measurements (e.g., permeability, clearance, half-life) or binary classification for categorical outcomes (e.g., BBB penetration, CYP inhibition). Dataset: cyp2c19_veith. The compound is CN(C)c1ncnc2ccc(-c3ccccc3C#N)cc12. The result is 0 (non-inhibitor).